From a dataset of Peptide-MHC class I binding affinity with 185,985 pairs from IEDB/IMGT. Regression. Given a peptide amino acid sequence and an MHC pseudo amino acid sequence, predict their binding affinity value. This is MHC class I binding data. (1) The peptide sequence is TLNTMTKDA. The MHC is HLA-A02:02 with pseudo-sequence HLA-A02:02. The binding affinity (normalized) is 0.113. (2) The peptide sequence is PTVAPPAPV. The MHC is HLA-A02:01 with pseudo-sequence HLA-A02:01. The binding affinity (normalized) is 0. (3) The peptide sequence is GILHLILWIL. The MHC is HLA-A02:02 with pseudo-sequence HLA-A02:02. The binding affinity (normalized) is 0.222. (4) The peptide sequence is MMSAPPAEY. The MHC is Patr-B0101 with pseudo-sequence Patr-B0101. The binding affinity (normalized) is 0.0937. (5) The peptide sequence is ADVRALGGL. The MHC is HLA-B15:03 with pseudo-sequence HLA-B15:03. The binding affinity (normalized) is 0. (6) The peptide sequence is AVYGNITHK. The MHC is HLA-A02:01 with pseudo-sequence HLA-A02:01. The binding affinity (normalized) is 0.